From a dataset of Full USPTO retrosynthesis dataset with 1.9M reactions from patents (1976-2016). Predict the reactants needed to synthesize the given product. (1) Given the product [CH2:1]([O:8][CH2:9][C@@H:10]([NH:14][C:15](=[O:16])[O:17][C:18]([CH3:21])([CH3:20])[CH3:19])[C:11]([N:62]1[CH2:63][CH2:64][CH2:65][C:52]2([C:51](=[O:66])[N:50]([CH3:49])[CH2:54][CH:53]2[C:55]2[CH:56]=[CH:57][CH:58]=[CH:59][CH:60]=2)[CH2:61]1)=[O:13])[C:2]1[CH:3]=[CH:4][CH:5]=[CH:6][CH:7]=1, predict the reactants needed to synthesize it. The reactants are: [CH2:1]([O:8][CH2:9][C@@H:10]([NH:14][C:15]([O:17][C:18]([CH3:21])([CH3:20])[CH3:19])=[O:16])[C:11]([OH:13])=O)[C:2]1[CH:7]=[CH:6][CH:5]=[CH:4][CH:3]=1.C(P1(=O)OP(CCC)(=O)OP(CCC)(=O)O1)CC.CCN(C(C)C)C(C)C.[CH3:49][N:50]1[CH2:54][C@H:53]([C:55]2[CH:60]=[CH:59][CH:58]=[CH:57][CH:56]=2)[C@:52]2([CH2:65][CH2:64][CH2:63][NH:62][CH2:61]2)[C:51]1=[O:66].CN1C[C@@H](C2C=CC=CC=2)[C@@]2(CCCNC2)C1=O. (2) Given the product [C:1]([O:7][CH2:8][C:9]([F:15])([F:14])[S:10]([O-:13])(=[O:11])=[O:12])(=[O:6])[C:2]([CH3:5])([CH3:4])[CH3:3].[C:18]([C:22]1[CH:27]=[CH:26][C:25]([S+:28]([C:35]2[CH:40]=[CH:39][CH:38]=[CH:37][CH:36]=2)[C:29]2[CH:30]=[CH:31][CH:32]=[CH:33][CH:34]=2)=[CH:24][CH:23]=1)([CH3:21])([CH3:19])[CH3:20], predict the reactants needed to synthesize it. The reactants are: [C:1]([O:7][CH2:8][C:9]([F:15])([F:14])[S:10]([O-:13])(=[O:12])=[O:11])(=[O:6])[C:2]([CH3:5])([CH3:4])[CH3:3].[Na+].[Br-].[C:18]([C:22]1[CH:27]=[CH:26][C:25]([S+:28]([C:35]2[CH:40]=[CH:39][CH:38]=[CH:37][CH:36]=2)[C:29]2[CH:34]=[CH:33][CH:32]=[CH:31][CH:30]=2)=[CH:24][CH:23]=1)([CH3:21])([CH3:20])[CH3:19]. (3) Given the product [NH2:13][C:2]1[N:10]=[C:9]([Cl:11])[CH:8]=[CH:7][C:3]=1[C:4]([OH:6])=[O:5], predict the reactants needed to synthesize it. The reactants are: Cl[C:2]1[N:10]=[C:9]([Cl:11])[CH:8]=[CH:7][C:3]=1[C:4]([OH:6])=[O:5].Cl.[NH3:13].